From a dataset of Reaction yield outcomes from USPTO patents with 853,638 reactions. Predict the reaction yield, written as a fraction of the theoretical maximum amount of product (1.0 means a 100% yield; for example, 0.34 means a 34% yield). (1) The reactants are [Cl-].[Cl-].[Cl-].[Al+3].C(Cl)(=O)C(Cl)=O.[CH3:11][C:12]1[O:13][C:14]2[CH:20]=[C:19]([O:21]C(=O)C)[CH:18]=[CH:17][C:15]=2[CH:16]=1.[C:25](=O)([O-:27])[O-:26].[K+].[K+]. The catalyst is ClCCl. The product is [OH:21][C:19]1[CH:18]=[CH:17][C:15]2[C:16]([C:25]([OH:27])=[O:26])=[C:12]([CH3:11])[O:13][C:14]=2[CH:20]=1. The yield is 0.930. (2) The yield is 0.480. The catalyst is C(OCC)(=O)C. The reactants are [N+:1]([C:4]1[CH:9]=[CH:8][CH:7]=[C:6]([N+:10]([O-])=O)[C:5]=1[OH:13])([O-:3])=[O:2]. The product is [NH2:10][C:6]1[CH:7]=[CH:8][CH:9]=[C:4]([N+:1]([O-:3])=[O:2])[C:5]=1[OH:13]. (3) The reactants are [C:1]1([CH3:14])[CH:6]=[CH:5][CH:4]=[CH:3][C:2]=1[NH:7][C:8](=O)[C:9]([CH3:12])([CH3:11])[CH3:10].[Li]CCCC.[NH4+].[Cl-]. The catalyst is C1COCC1. The product is [C:9]([C:8]1[NH:7][C:2]2[C:1]([CH:14]=1)=[CH:6][CH:5]=[CH:4][CH:3]=2)([CH3:12])([CH3:11])[CH3:10]. The yield is 0.880. (4) The reactants are [F:1][C:2]1([CH2:6][NH:7][C:8]([C:10]2[NH:11][C:12]3[C:17]([CH:18]=2)=[CH:16][C:15]([C:19]([N:21]2[CH2:26][CH2:25][N:24]([CH:27]([CH3:29])[CH3:28])[CH2:23][CH2:22]2)=[O:20])=[CH:14][CH:13]=3)=[O:9])[CH2:5][O:4][CH2:3]1.[H-].[Na+].[CH:32]1([CH2:35]Br)[CH2:34][CH2:33]1. The catalyst is CN(C)C=O. The product is [F:1][C:2]1([CH2:6][NH:7][C:8]([C:10]2[N:11]([CH2:35][CH:32]3[CH2:34][CH2:33]3)[C:12]3[C:17]([CH:18]=2)=[CH:16][C:15]([C:19]([N:21]2[CH2:26][CH2:25][N:24]([CH:27]([CH3:29])[CH3:28])[CH2:23][CH2:22]2)=[O:20])=[CH:14][CH:13]=3)=[O:9])[CH2:3][O:4][CH2:5]1. The yield is 0.400. (5) The reactants are [CH3:1][C:2]1[CH:3]=[C:4]2[C:9](=[C:10]([N:17]3[CH2:23][CH2:22][CH2:21][N:20]([CH2:24][C:25]4[CH:29]=[CH:28][N:27]([C:30]5[CH:35]=[CH:34][CH:33]=[CH:32][CH:31]=5)[N:26]=4)[CH2:19][CH2:18]3)[C:11]=1[O:12][CH2:13][C:14](O)=[O:15])[N:8]=[CH:7][CH:6]=[CH:5]2.Cl.[CH3:37][O:38][C:39]([CH:41]1[CH2:44][NH:43][CH2:42]1)=[O:40].CN(C(ON1N=NC2C=CC=NC1=2)=[N+](C)C)C.F[P-](F)(F)(F)(F)F.CCN(C(C)C)C(C)C. The catalyst is CN(C=O)C. The product is [CH3:37][O:38][C:39]([CH:41]1[CH2:44][N:43]([C:14](=[O:15])[CH2:13][O:12][C:11]2[C:10]([N:17]3[CH2:23][CH2:22][CH2:21][N:20]([CH2:24][C:25]4[CH:29]=[CH:28][N:27]([C:30]5[CH:31]=[CH:32][CH:33]=[CH:34][CH:35]=5)[N:26]=4)[CH2:19][CH2:18]3)=[C:9]3[C:4]([CH:5]=[CH:6][CH:7]=[N:8]3)=[CH:3][C:2]=2[CH3:1])[CH2:42]1)=[O:40]. The yield is 0.590. (6) The reactants are [Cl:1][C:2]1[C:3]([N:21]([CH3:31])[C:22]2[CH:27]=[CH:26][CH:25]=[C:24]([N+:28]([O-])=O)[CH:23]=2)=[N:4][C:5]([NH:8][C:9]2[CH:10]=[N:11][N:12]([CH:14]3[CH2:19][CH2:18][N:17]([CH3:20])[CH2:16][CH2:15]3)[CH:13]=2)=[N:6][CH:7]=1. The catalyst is C(O)C.ClCCl.[Ni]. The product is [NH2:28][C:24]1[CH:23]=[C:22]([N:21]([CH3:31])[C:3]2[C:2]([Cl:1])=[CH:7][N:6]=[C:5]([NH:8][C:9]3[CH:10]=[N:11][N:12]([CH:14]4[CH2:19][CH2:18][N:17]([CH3:20])[CH2:16][CH2:15]4)[CH:13]=3)[N:4]=2)[CH:27]=[CH:26][CH:25]=1. The yield is 0.890. (7) The reactants are Cl[CH2:2][C:3]([NH:5][CH2:6][C:7]1[CH:15]=[CH:14][CH:13]=[C:12]2[C:8]=1[C:9](=[O:25])[N:10]([CH:17]1[CH2:22][CH2:21][C:20](=[O:23])[NH:19][C:18]1=[O:24])[C:11]2=[O:16])=[O:4].[N-:26]=[N+:27]=[N-:28].[Na+].[I-].[Na+]. The yield is 0.900. The product is [N:26]([CH2:2][C:3]([NH:5][CH2:6][C:7]1[CH:15]=[CH:14][CH:13]=[C:12]2[C:8]=1[C:9](=[O:25])[N:10]([CH:17]1[CH2:22][CH2:21][C:20](=[O:23])[NH:19][C:18]1=[O:24])[C:11]2=[O:16])=[O:4])=[N+:27]=[N-:28]. The catalyst is CC(C)=O. (8) The reactants are [F:1][C:2]1[CH:7]=[C:6]([N+:8]([O-])=O)[CH:5]=[CH:4][C:3]=1[CH:11]([C:16]([O:18][CH3:19])=[O:17])[C:12]([O:14][CH3:15])=[O:13]. The catalyst is C(O)C. The product is [NH2:8][C:6]1[CH:5]=[CH:4][C:3]([CH:11]([C:12]([O:14][CH3:15])=[O:13])[C:16]([O:18][CH3:19])=[O:17])=[C:2]([F:1])[CH:7]=1. The yield is 0.870. (9) The reactants are C[C@@H](PC)[C]1[C](P(C2C3C(=CC=CC=3)C=CC=2)C2C3C(=CC=CC=3)C=CC=2)[CH][CH][CH]1.[CH2:31]([C:38]1[C:47]2[C:42](=[CH:43][CH:44]=[C:45]([O:48][CH3:49])[CH:46]=2)[CH2:41][CH2:40][C:39]=1[N:50]1[CH2:54][CH2:53][CH2:52][C:51]1=[O:55])[C:32]1[CH:37]=[CH:36][CH:35]=[CH:34][CH:33]=1.[H][H]. The catalyst is [Rh+].ClC1CCCCC=CC=1.CO. The yield is 0.820. The product is [CH2:31]([C@@H:38]1[C:47]2[C:42](=[CH:43][CH:44]=[C:45]([O:48][CH3:49])[CH:46]=2)[CH2:41][CH2:40][C@@H:39]1[N:50]1[CH2:54][CH2:53][CH2:52][C:51]1=[O:55])[C:32]1[CH:37]=[CH:36][CH:35]=[CH:34][CH:33]=1. (10) The reactants are C(O[C:6](=O)[NH:7][C:8]1[CH:13]=[C:12]([F:14])[CH:11]=[CH:10][C:9]=1[NH2:15])(C)(C)C.[CH:17]1([CH:23]=O)[CH2:22][CH2:21][CH2:20][CH2:19][CH2:18]1.Cl[C:26]1[CH:27]=[C:28]([CH2:32][C:33]([OH:35])=O)[CH:29]=[CH:30][CH:31]=1.[CH:36]1([N+:42]#[C-])[CH2:41][CH2:40][CH2:39][CH2:38][CH2:37]1.[ClH:44]. The catalyst is CO.O1CCOCC1. The product is [Cl:44][C:21]1[CH:22]=[C:17]([CH:18]=[CH:19][CH:20]=1)[CH2:23][C:6]1[N:15]([CH:32]([CH:28]2[CH2:27][CH2:26][CH2:31][CH2:30][CH2:29]2)[C:33]([NH:42][CH:36]2[CH2:41][CH2:40][CH2:39][CH2:38][CH2:37]2)=[O:35])[C:9]2[CH:10]=[CH:11][C:12]([F:14])=[CH:13][C:8]=2[N:7]=1. The yield is 0.0300.